From a dataset of Forward reaction prediction with 1.9M reactions from USPTO patents (1976-2016). Predict the product of the given reaction. (1) The product is: [F:7][C:8]([C:11]1[CH:20]=[CH:19][C:14]([CH2:15][OH:16])=[CH:13][CH:12]=1)([F:10])[CH3:9]. Given the reactants [H-].[Al+3].[Li+].[H-].[H-].[H-].[F:7][C:8]([C:11]1[CH:20]=[CH:19][C:14]([C:15](OC)=[O:16])=[CH:13][CH:12]=1)([F:10])[CH3:9].O.[OH-].[Na+], predict the reaction product. (2) Given the reactants Br[C:2]1[CH:3]=[N:4][CH:5]=[N:6][CH:7]=1.[NH2:8][C:9]1[CH:10]=[C:11](B(O)O)[CH:12]=[CH:13][CH:14]=1, predict the reaction product. The product is: [N:4]1[CH:3]=[C:2]([C:13]2[CH:14]=[C:9]([CH:10]=[CH:11][CH:12]=2)[NH2:8])[CH:7]=[N:6][CH:5]=1. (3) Given the reactants FC(F)(F)C(OC(=O)C(F)(F)F)=O.[Br:14][C:15]1[CH:16]=[C:17]2[C:22](=[CH:23][CH:24]=1)[N:21]=[C:20]([NH:25][C:26]([CH3:29])([CH3:28])[CH3:27])[C:19]([CH:30](O)[CH2:31][C:32]1[CH:37]=[C:36]([C:38]([CH3:41])([CH3:40])[CH3:39])[N:35]=[CH:34][N:33]=1)=[CH:18]2, predict the reaction product. The product is: [Br:14][C:15]1[CH:16]=[C:17]2[C:22](=[CH:23][CH:24]=1)[N:21]=[C:20]([NH:25][C:26]([CH3:27])([CH3:28])[CH3:29])[C:19](/[CH:30]=[CH:31]/[C:32]1[CH:37]=[C:36]([C:38]([CH3:41])([CH3:40])[CH3:39])[N:35]=[CH:34][N:33]=1)=[CH:18]2. (4) Given the reactants [F:1][C:2]1[CH:7]=[CH:6][C:5]([C:8]2[O:28][C:11]3=[N:12][C:13]([N:22]([CH3:27])[S:23]([CH3:26])(=[O:25])=[O:24])=[C:14]([CH2:16][CH2:17][CH2:18][C:19]([OH:21])=O)[CH:15]=[C:10]3[C:9]=2[C:29](=[O:32])[NH:30][CH3:31])=[CH:4][CH:3]=1.C[N:34](C(ON1N=NC2C=CC=NC1=2)=[N+](C)C)C.F[P-](F)(F)(F)(F)F.[OH-].[NH4+], predict the reaction product. The product is: [NH2:34][C:19](=[O:21])[CH2:18][CH2:17][CH2:16][C:14]1[CH:15]=[C:10]2[C:9]([C:29]([NH:30][CH3:31])=[O:32])=[C:8]([C:5]3[CH:6]=[CH:7][C:2]([F:1])=[CH:3][CH:4]=3)[O:28][C:11]2=[N:12][C:13]=1[N:22]([CH3:27])[S:23]([CH3:26])(=[O:24])=[O:25]. (5) Given the reactants [Cl:1][C:2]1[C:3]2[N:4]([C:8]([CH:12]3[CH2:15][C:14](=O)[CH2:13]3)=[N:9][C:10]=2[I:11])[CH:5]=[CH:6][N:7]=1.C[CH2:18][N:19](C(C)C)[CH:20](C)C.Cl.CNC.C(O[BH-](OC(=O)C)OC(=O)C)(=O)C.[Na+], predict the reaction product. The product is: [Cl:1][C:2]1[C:3]2[N:4]([C:8]([CH:12]3[CH2:15][CH:14]([N:19]([CH3:20])[CH3:18])[CH2:13]3)=[N:9][C:10]=2[I:11])[CH:5]=[CH:6][N:7]=1.